From a dataset of Full USPTO retrosynthesis dataset with 1.9M reactions from patents (1976-2016). Predict the reactants needed to synthesize the given product. (1) Given the product [C:41]([O:40][C@@H:38]([CH3:39])[C:36]([NH:1][C@H:2]([CH3:34])[C:3]([N:5]1[CH2:10][CH2:9][CH:8]([CH2:11][N:12]2[C:20]([S:21][C:22]3[C:31]([Br:32])=[CH:30][C:25]4[O:26][CH2:27][CH2:28][O:29][C:24]=4[CH:23]=3)=[N:19][C:18]3[C:13]2=[N:14][CH:15]=[N:16][C:17]=3[NH2:33])[CH2:7][CH2:6]1)=[O:4])=[O:37])(=[O:43])[CH3:42], predict the reactants needed to synthesize it. The reactants are: [NH2:1][C@H:2]([CH3:34])[C:3]([N:5]1[CH2:10][CH2:9][CH:8]([CH2:11][N:12]2[C:20]([S:21][C:22]3[C:31]([Br:32])=[CH:30][C:25]4[O:26][CH2:27][CH2:28][O:29][C:24]=4[CH:23]=3)=[N:19][C:18]3[C:13]2=[N:14][CH:15]=[N:16][C:17]=3[NH2:33])[CH2:7][CH2:6]1)=[O:4].Cl[C:36]([C@@H:38]([O:40][C:41](=[O:43])[CH3:42])[CH3:39])=[O:37]. (2) Given the product [F:1][C:2]1[CH:7]=[C:6]([C:8]2[CH:9]=[C:10]3[CH:16]=[CH:15][NH:14][C:11]3=[N:12][CH:13]=2)[CH:5]=[CH:4][C:3]=1[CH:17]1[CH2:22][CH2:21][N:20]([C:23]([O:25][C:26]([CH3:29])([CH3:28])[CH3:27])=[O:24])[CH2:19][CH2:18]1, predict the reactants needed to synthesize it. The reactants are: [F:1][C:2]1[CH:7]=[C:6]([C:8]2[CH:9]=[C:10]3[CH:16]=[CH:15][NH:14][C:11]3=[N:12][CH:13]=2)[CH:5]=[CH:4][C:3]=1[C:17]1[CH2:22][CH2:21][N:20]([C:23]([O:25][C:26]([CH3:29])([CH3:28])[CH3:27])=[O:24])[CH2:19][CH:18]=1.